This data is from Reaction yield outcomes from USPTO patents with 853,638 reactions. The task is: Predict the reaction yield, written as a fraction of the theoretical maximum amount of product (1.0 means a 100% yield; for example, 0.34 means a 34% yield). (1) The reactants are CC1(C)C(C)(C)OB([C:9]2[CH:10]=[N:11][N:12]([C:14]([O:16][C:17]([CH3:20])([CH3:19])[CH3:18])=[O:15])[CH:13]=2)O1.[OH-:22].[Na+].OO. The catalyst is C1COCC1.C(Cl)Cl.Cl. The product is [OH:22][C:9]1[CH:10]=[N:11][N:12]([C:14]([O:16][C:17]([CH3:20])([CH3:19])[CH3:18])=[O:15])[CH:13]=1. The yield is 1.00. (2) The yield is 0.750. The reactants are [N:1]#[C:2]Br.C(=O)([O-])[O-].[Na+].[Na+].CN.[Br:12][C:13]1[CH:14]=[C:15](/[C:19](/[CH3:24])=[CH:20]/[C:21](Cl)=[O:22])[CH:16]=[CH:17][CH:18]=1.[CH:25]([N:28](CC)C(C)C)(C)C. The catalyst is O1CCCC1. The product is [Br:12][C:13]1[CH:14]=[C:15](/[C:19](/[CH3:24])=[CH:20]/[C:21]([N:28]([C:2]#[N:1])[CH3:25])=[O:22])[CH:16]=[CH:17][CH:18]=1. (3) The reactants are [CH:1]1[C:14]2[C:5](=[CH:6][C:7]3[C:12]([C:13]=2[CH2:15][O:16][C:17](=[O:25])[NH:18][CH2:19][CH2:20][O:21][CH2:22][CH2:23][OH:24])=[CH:11][CH:10]=[CH:9][CH:8]=3)[CH:4]=[CH:3][CH:2]=1.[H-].[Na+].C1COCC1.[Cl:33][CH2:34][CH2:35][CH2:36][CH2:37]I. The catalyst is CCCCCCC.C(OCC)(=O)C. The product is [CH:11]1[C:12]2[C:7](=[CH:6][C:5]3[C:14]([C:13]=2[CH2:15][O:16][C:17](=[O:25])[NH:18][CH2:19][CH2:20][O:21][CH2:22][CH2:23][O:24][CH2:37][CH2:36][CH2:35][CH2:34][Cl:33])=[CH:1][CH:2]=[CH:3][CH:4]=3)[CH:8]=[CH:9][CH:10]=1. The yield is 0.320. (4) The yield is 0.600. The catalyst is C(OCC)(=O)C.C(O)(=O)C.CCN(CC)CC. The product is [ClH:1].[F:34][C:3]([F:2])([F:33])[C:4]1[CH:5]=[C:6]([CH:26]=[C:27]([C:29]([F:30])([F:31])[F:32])[CH:28]=1)[CH2:7][N:8]([CH3:25])[C:9]([C@@H:11]1[CH2:16][CH2:15][N:14]([CH:37]([CH3:38])[CH2:36][OH:35])[CH2:13][C@H:12]1[C:17]1[CH:22]=[CH:21][C:20]([F:23])=[CH:19][C:18]=1[CH3:24])=[O:10]. The reactants are [ClH:1].[F:2][C:3]([F:34])([F:33])[C:4]1[CH:5]=[C:6]([CH:26]=[C:27]([C:29]([F:32])([F:31])[F:30])[CH:28]=1)[CH2:7][N:8]([CH3:25])[C:9]([C@@H:11]1[CH2:16][CH2:15][NH:14][CH2:13][C@H:12]1[C:17]1[CH:22]=[CH:21][C:20]([F:23])=[CH:19][C:18]=1[CH3:24])=[O:10].[OH:35][CH2:36][C:37](=O)[CH3:38].[BH-](OC(C)=O)(OC(C)=O)OC(C)=O.[Na+].C(=O)([O-])O.[Na+].Cl.C(OCC)(=O)C. (5) The product is [I-:20].[C:18]([C:15]1[CH:16]=[CH:17][C:12]2[N+:11]([CH3:21])=[CH:10][N:9]([C:4]3[CH:5]=[CH:6][C:7]([CH3:8])=[C:2]([CH3:1])[CH:3]=3)[C:13]=2[CH:14]=1)#[N:19]. The reactants are [CH3:1][C:2]1[CH:3]=[C:4]([N:9]2[C:13]3[CH:14]=[C:15]([C:18]#[N:19])[CH:16]=[CH:17][C:12]=3[N:11]=[CH:10]2)[CH:5]=[CH:6][C:7]=1[CH3:8].[I:20][CH3:21]. The yield is 0.780. The catalyst is CC#N. (6) The reactants are [OH:1][C:2]1[C:3]([C:13]([OH:15])=[O:14])=[CH:4][CH:5]=[C:6]2[C:11]=1[N:10]=[C:9]([CH3:12])[CH:8]=[CH:7]2.[OH-].[K+].ClCCl. The catalyst is C(O)CCC. The product is [OH:1][C:2]1[C:3]([C:13]([O:15][CH2:3][CH2:2][CH2:11][CH3:6])=[O:14])=[CH:4][CH:5]=[C:6]2[C:11]=1[N:10]=[C:9]([CH3:12])[CH:8]=[CH:7]2. The yield is 0.720. (7) The reactants are [F:1][C:2]1[CH:3]=[C:4]([CH:44]=[CH:45][CH:46]=1)[CH2:5][N:6]1[C:10]([CH3:11])=[C:9]([C:12]2[C:20]3[C:15](=[N:16][CH:17]=[C:18]([C:21]4[CH:26]=[CH:25][C:24]([N:27]5[CH2:32][CH2:31][O:30][CH2:29][CH2:28]5)=[CH:23][CH:22]=4)[CH:19]=3)[N:14](S(C3C=CC(C)=CC=3)(=O)=O)[CH:13]=2)[C:8]([CH3:43])=[N:7]1.[OH-].[Li+]. The product is [F:1][C:2]1[CH:3]=[C:4]([CH:44]=[CH:45][CH:46]=1)[CH2:5][N:6]1[C:10]([CH3:11])=[C:9]([C:12]2[C:20]3[C:15](=[N:16][CH:17]=[C:18]([C:21]4[CH:22]=[CH:23][C:24]([N:27]5[CH2:28][CH2:29][O:30][CH2:31][CH2:32]5)=[CH:25][CH:26]=4)[CH:19]=3)[NH:14][CH:13]=2)[C:8]([CH3:43])=[N:7]1. The yield is 0.320. The catalyst is C1COCC1.CO.O.